This data is from Reaction yield outcomes from USPTO patents with 853,638 reactions. The task is: Predict the reaction yield, written as a fraction of the theoretical maximum amount of product (1.0 means a 100% yield; for example, 0.34 means a 34% yield). (1) The reactants are [N+:1]([C:4]1[CH:12]=[C:11]2[C:7]([CH2:8][CH2:9][CH2:10]2)=[CH:6][C:5]=1[NH2:13])([O-])=[O:2].[N:14]#[C:15][NH2:16].[CH]Cl.[OH-].[Na+]. The catalyst is O.CCOCC. The product is [N+:1]1([O-:2])[C:4]2[CH:12]=[C:11]3[C:7](=[CH:6][C:5]=2[N:13]=[C:15]([NH2:16])[N:14]=1)[CH2:8][CH2:9][CH2:10]3. The yield is 0.680. (2) The reactants are [NH2:1][C:2]1[N:7]=[C:6]([C:8]2[S:12][C:11]3[CH:13]=[CH:14][C:15]([C:17]([N:19]4[CH2:23][CH2:22][CH:21]([NH:24]C(=O)OC(C)(C)C)[CH2:20]4)=[O:18])=[CH:16][C:10]=3[C:9]=2[CH3:32])[CH:5]=[CH:4][N:3]=1.FC(F)(F)C(O)=O. The catalyst is C(Cl)Cl. The product is [NH2:1][C:2]1[N:7]=[C:6]([C:8]2[S:12][C:11]3[CH:13]=[CH:14][C:15]([C:17]([N:19]4[CH2:23][CH2:22][CH:21]([NH2:24])[CH2:20]4)=[O:18])=[CH:16][C:10]=3[C:9]=2[CH3:32])[CH:5]=[CH:4][N:3]=1. The yield is 0.380.